Dataset: M1 muscarinic receptor antagonist screen with 61,756 compounds. Task: Binary Classification. Given a drug SMILES string, predict its activity (active/inactive) in a high-throughput screening assay against a specified biological target. (1) The compound is O=C(NCCCOCCCC)C1CCCCC1. The result is 0 (inactive). (2) The molecule is O=C(N1CCCCC1)Cn1ncn2c(c1=O)ccc2. The result is 0 (inactive). (3) The result is 0 (inactive). The molecule is S1(=O)(=O)CC(N(CCC)C(=O)CSc2n(N)c(nn2)c2c(occ2)C)CC1.